Dataset: Reaction yield outcomes from USPTO patents with 853,638 reactions. Task: Predict the reaction yield, written as a fraction of the theoretical maximum amount of product (1.0 means a 100% yield; for example, 0.34 means a 34% yield). (1) The reactants are FC(F)(F)COP([CH2:13][C:14]([O:16][CH3:17])=[O:15])(OCC(F)(F)F)=O.C1OCCOCCOCCOCCOCCOC1.C[Si]([N-][Si](C)(C)C)(C)C.[K+].[Cl:48][C:49]1[CH:50]=[C:51]([C:59]2[N:63]=[C:62]([C:64]3[CH:71]=[CH:70][C:67]([CH:68]=O)=[CH:66][CH:65]=3)[O:61][N:60]=2)[CH:52]=[CH:53][C:54]=1[O:55][CH:56]([CH3:58])[CH3:57]. The catalyst is C1COCC1. The product is [Cl:48][C:49]1[CH:50]=[C:51]([C:59]2[N:63]=[C:62]([C:64]3[CH:65]=[CH:66][C:67](/[CH:68]=[CH:13]\[C:14]([O:16][CH3:17])=[O:15])=[CH:70][CH:71]=3)[O:61][N:60]=2)[CH:52]=[CH:53][C:54]=1[O:55][CH:56]([CH3:57])[CH3:58]. The yield is 0.735. (2) The reactants are C(NC(C)C)(C)C.C([Li])CCC.[CH3:13][O:14][C:15]([N:17]1[CH2:22][CH2:21][C:20](=[O:23])[N:19]([CH3:24])[C@@H:18]1[C:25]([CH3:28])([CH3:27])[CH3:26])=[O:16].[F:29][C:30]1[CH:35]=[C:34]([F:36])[CH:33]=[CH:32][C:31]=1[CH2:37][C@@H:38]([CH2:41]I)[CH2:39][CH3:40]. The catalyst is C1COCC1. The product is [CH3:13][O:14][C:15]([N:17]1[CH2:22][CH:21]([CH2:41][CH:38]([CH2:37][C:31]2[CH:32]=[CH:33][C:34]([F:36])=[CH:35][C:30]=2[F:29])[CH2:39][CH3:40])[C:20](=[O:23])[N:19]([CH3:24])[CH:18]1[C:25]([CH3:28])([CH3:27])[CH3:26])=[O:16]. The yield is 0.460. (3) The reactants are [CH2:1]([O:8][C:9]([NH:11][C@H:12]1[CH2:17][CH2:16][C@@H:15]([NH:18][C:19](=[O:25])[O:20][C:21]([CH3:24])([CH3:23])[CH3:22])[CH2:14][C@H:13]1[C:26](=[S:28])[NH2:27])=[O:10])[C:2]1[CH:7]=[CH:6][CH:5]=[CH:4][CH:3]=1.Cl[CH2:30][C:31](=O)[CH2:32][CH3:33]. The catalyst is C1C=CC=CC=1. The product is [CH2:1]([O:8][C:9]([NH:11][C@H:12]1[CH2:17][CH2:16][C@@H:15]([NH:18][C:19](=[O:25])[O:20][C:21]([CH3:24])([CH3:23])[CH3:22])[CH2:14][C@H:13]1[C:26]1[S:28][CH:30]=[C:31]([CH2:32][CH3:33])[N:27]=1)=[O:10])[C:2]1[CH:3]=[CH:4][CH:5]=[CH:6][CH:7]=1. The yield is 0.350. (4) The reactants are [NH2:1][C:2]1[CH:10]=[CH:9][C:5]([C:6]([NH2:8])=[O:7])=[CH:4][CH:3]=1.C(N(CC)CC)C.[C:18](Cl)(=[O:21])[CH:19]=[CH2:20]. The catalyst is CN(C)C=O. The product is [C:18]([NH:1][C:2]1[CH:10]=[CH:9][C:5]([C:6]([NH2:8])=[O:7])=[CH:4][CH:3]=1)(=[O:21])[CH:19]=[CH2:20]. The yield is 0.600.